Predict the product of the given reaction. From a dataset of Forward reaction prediction with 1.9M reactions from USPTO patents (1976-2016). (1) Given the reactants [Mg].[CH2:2]([CH:4]([CH2:7][CH2:8][CH2:9][CH3:10])[CH2:5]Br)[CH3:3].[S:11]1[CH:15]=[CH:14][C:13]2[C:16](=O)[C:17]3[S:18][CH:19]=[CH:20][C:21]=3[C:22](=O)[C:12]1=2.Cl[Sn]Cl, predict the reaction product. The product is: [CH2:2]([CH:4]([CH2:7][CH2:8][CH2:9][CH3:10])[CH2:5][C:16]1[C:17]2[S:18][CH:19]=[CH:20][C:21]=2[C:22]([CH2:5][CH:4]([CH2:2][CH3:3])[CH2:7][CH2:8][CH2:9][CH3:10])=[C:12]2[S:11][CH:15]=[CH:14][C:13]=12)[CH3:3]. (2) Given the reactants [Br:1][C:2]1[CH:3]=[C:4]([SH:9])[CH:5]=[CH:6][C:7]=1[F:8].[OH-].[Na+].I[CH:13]([CH3:15])[CH3:14], predict the reaction product. The product is: [Br:1][C:2]1[CH:3]=[C:4]([S:9][CH:13]([CH3:15])[CH3:14])[CH:5]=[CH:6][C:7]=1[F:8]. (3) Given the reactants Cl[C:2]1[N:7]=[C:6]([N:8]2[CH2:16][C:15]3[C:10](=[N:11][CH:12]=[CH:13][CH:14]=3)[CH2:9]2)[C:5]2=[C:17]([C:20]3[CH:25]=[CH:24][CH:23]=[CH:22][CH:21]=3)[CH:18]=[CH:19][N:4]2[N:3]=1.[C:26]([NH:30][S:31]([C:34]1[C:35]([O:49][CH3:50])=[N:36][CH:37]=[C:38](B2OC(C)(C)C(C)(C)O2)[CH:39]=1)(=[O:33])=[O:32])([CH3:29])([CH3:28])[CH3:27].C([O-])([O-])=O.[K+].[K+], predict the reaction product. The product is: [C:26]([NH:30][S:31]([C:34]1[C:35]([O:49][CH3:50])=[N:36][CH:37]=[C:38]([C:2]2[N:7]=[C:6]([N:8]3[CH2:16][C:15]4[C:10](=[N:11][CH:12]=[CH:13][CH:14]=4)[CH2:9]3)[C:5]3=[C:17]([C:20]4[CH:25]=[CH:24][CH:23]=[CH:22][CH:21]=4)[CH:18]=[CH:19][N:4]3[N:3]=2)[CH:39]=1)(=[O:33])=[O:32])([CH3:29])([CH3:28])[CH3:27]. (4) Given the reactants [N:1]1[CH:2]=[CH:3][N:4]2[C:9]=1[CH:8]=[CH:7][C:6]([C:10]1[CH:15]=[CH:14][C:13]([OH:16])=[CH:12][CH:11]=1)=[N:5]2.[O:17]=[C:18]1[CH2:22][CH2:21][CH2:20][N:19]1[CH2:23][CH2:24][CH2:25]OS(C)(=O)=O.C([O-])([O-])=O.[Cs+].[Cs+].CCOC(C)=O, predict the reaction product. The product is: [N:1]1[CH:2]=[CH:3][N:4]2[C:9]=1[CH:8]=[CH:7][C:6]([C:10]1[CH:15]=[CH:14][C:13]([O:16][CH2:25][CH2:24][CH2:23][N:19]3[CH2:20][CH2:21][CH2:22][C:18]3=[O:17])=[CH:12][CH:11]=1)=[N:5]2. (5) The product is: [CH2:1]([N:3]1[C:14]2[C:15]3[C:7](=[CH:8][N:9]([CH2:19][CH3:20])[C:10]=3[CH:11]=[C:12]([C:16]([NH:45][C@@H:46]([CH2:57][C:58]3[CH:63]=[CH:62][CH:61]=[CH:60][CH:59]=3)[C@H:47]([OH:56])[CH2:48][NH:49][CH:50]3[CH2:51][CH2:52][O:53][CH2:54][CH2:55]3)=[O:17])[CH:13]=2)[CH:6]=[CH:5][S:4]1(=[O:21])=[O:22])[CH3:2]. Given the reactants [CH2:1]([N:3]1[C:14]2[C:15]3[C:7](=[CH:8][N:9]([CH2:19][CH3:20])[C:10]=3[CH:11]=[C:12]([C:16](O)=[O:17])[CH:13]=2)[CH:6]=[CH:5][S:4]1(=[O:22])=[O:21])[CH3:2].S(C1C=CC(C)=CC=1)(O)(=O)=O.S(C1C=CC(C)=CC=1)(O)(=O)=O.[NH2:45][C@@H:46]([CH2:57][C:58]1[CH:63]=[CH:62][CH:61]=[CH:60][CH:59]=1)[C@H:47]([OH:56])[CH2:48][NH:49][CH:50]1[CH2:55][CH2:54][O:53][CH2:52][CH2:51]1.Cl.CN(C)CCCN=C=NCC.O.ON1C2C=CC=CC=2N=N1.C(N(CC)CC)C, predict the reaction product.